Dataset: Full USPTO retrosynthesis dataset with 1.9M reactions from patents (1976-2016). Task: Predict the reactants needed to synthesize the given product. (1) Given the product [Br:25][C:26]1[N:31]=[C:30]([NH:32][C:14]([C:11]2([C:9]3[CH:8]=[CH:7][C:5]4[O:6][C:2]([F:17])([F:1])[O:3][C:4]=4[CH:10]=3)[CH2:13][CH2:12]2)=[O:15])[CH:29]=[CH:28][C:27]=1[Cl:33], predict the reactants needed to synthesize it. The reactants are: [F:1][C:2]1([F:17])[O:6][C:5]2[CH:7]=[CH:8][C:9]([C:11]3([C:14](Cl)=[O:15])[CH2:13][CH2:12]3)=[CH:10][C:4]=2[O:3]1.C(N(CC)CC)C.[Br:25][C:26]1[N:31]=[C:30]([NH2:32])[CH:29]=[CH:28][C:27]=1[Cl:33]. (2) The reactants are: O1[C:5]2([CH2:10][CH2:9][CH:8]([C:11]3[CH:16]=[C:15]([NH2:17])[N:14]4[N:18]=[CH:19][CH:20]=[C:13]4[N:12]=3)[CH2:7][CH2:6]2)[O:4]CC1.CCO.O.Cl. Given the product [NH2:17][C:15]1[N:14]2[N:18]=[CH:19][CH:20]=[C:13]2[N:12]=[C:11]([CH:8]2[CH2:7][CH2:6][C:5](=[O:4])[CH2:10][CH2:9]2)[CH:16]=1, predict the reactants needed to synthesize it. (3) The reactants are: [OH-].[Li+].[C:3]([N:6]1[CH:11]=[C:10]([C:12]2[CH:17]=[CH:16][CH:15]=[C:14]([O:18][CH2:19][C:20]3[CH:25]=[CH:24][CH:23]=[CH:22][CH:21]=3)[CH:13]=2)[N:9]([CH2:26][C:27]([O:29]CC2C=CC=CC=2)=[O:28])[C:8](=[O:37])[C@H:7]1[CH:38]([CH3:40])[CH3:39])(=[O:5])[CH3:4].C(OCC)C.Cl. Given the product [C:3]([N:6]1[CH:11]=[C:10]([C:12]2[CH:17]=[CH:16][CH:15]=[C:14]([O:18][CH2:19][C:20]3[CH:21]=[CH:22][CH:23]=[CH:24][CH:25]=3)[CH:13]=2)[N:9]([CH2:26][C:27]([OH:29])=[O:28])[C:8](=[O:37])[C@H:7]1[CH:38]([CH3:40])[CH3:39])(=[O:5])[CH3:4], predict the reactants needed to synthesize it. (4) The reactants are: [Cl:1][C:2]1[C:3]([C:29](=[O:39])[N:30]([CH2:35][CH2:36][CH2:37][CH3:38])[CH2:31][CH2:32][CH2:33][CH3:34])=[N:4][N:5]([C:8]2[CH:23]=[CH:22][C:11]([C:12]([O:14]CC3C=CC=CC=3)=[O:13])=[CH:10][C:9]=2[C:24]([O:26][CH2:27][CH3:28])=[O:25])[C:6]=1[CH3:7]. Given the product [Cl:1][C:2]1[C:3]([C:29](=[O:39])[N:30]([CH2:35][CH2:36][CH2:37][CH3:38])[CH2:31][CH2:32][CH2:33][CH3:34])=[N:4][N:5]([C:8]2[CH:23]=[CH:22][C:11]([C:12]([OH:14])=[O:13])=[CH:10][C:9]=2[C:24]([O:26][CH2:27][CH3:28])=[O:25])[C:6]=1[CH3:7], predict the reactants needed to synthesize it. (5) Given the product [C:1]([O:5][C:6](=[O:19])[NH:7][C@H:8]([CH2:9][C:10]1[CH:15]=[CH:14][CH:13]=[CH:12][CH:11]=1)[C@@H:16]([OH:17])[CH2:18][N:20]1[CH2:24][CH2:23][CH2:22][CH2:21]1)([CH3:4])([CH3:3])[CH3:2], predict the reactants needed to synthesize it. The reactants are: [C:1]([O:5][C:6](=[O:19])[NH:7][C@@H:8]([C@@H:16]1[CH2:18][O:17]1)[CH2:9][C:10]1[CH:15]=[CH:14][CH:13]=[CH:12][CH:11]=1)([CH3:4])([CH3:3])[CH3:2].[NH:20]1[CH2:24][CH2:23][CH2:22][CH2:21]1.